This data is from Forward reaction prediction with 1.9M reactions from USPTO patents (1976-2016). The task is: Predict the product of the given reaction. (1) Given the reactants [CH3:1][C:2]1([C:9]([F:12])([F:11])[F:10])[O:6][N:5]=[C:4]([CH2:7]O)[CH2:3]1.COCCN(S(F)(F)[F:23])CCOC.C([O-])(O)=O.[Na+], predict the reaction product. The product is: [F:23][CH2:7][C:4]1[CH2:3][C:2]([CH3:1])([C:9]([F:12])([F:11])[F:10])[O:6][N:5]=1. (2) Given the reactants Cl[C:2]1[CH:6]=[CH:5][S:4][C:3]=1[CH:7]=[O:8].C(=O)([O-])[O-].[K+].[K+].[S:15]1[CH:19]=[CH:18][CH:17]=[C:16]1[SH:20], predict the reaction product. The product is: [S:15]1[CH:19]=[CH:18][CH:17]=[C:16]1[S:20][C:2]1[CH:6]=[CH:5][S:4][C:3]=1[CH:7]=[O:8]. (3) Given the reactants Br[CH2:2][C:3]1[C:12]2[C:7](=[C:8]([Cl:13])[CH:9]=[CH:10][CH:11]=2)[NH:6][C:5](=[O:14])[CH:4]=1.[NH:15]1[C:19]2[CH:20]=[CH:21][CH:22]=[CH:23][C:18]=2[N:17]=[C:16]1[C:24]1[S:28][CH:27]=[N:26][C:25]=1[CH3:29], predict the reaction product. The product is: [Cl:13][C:8]1[CH:9]=[CH:10][CH:11]=[C:12]2[C:7]=1[NH:6][C:5](=[O:14])[CH:4]=[C:3]2[CH2:2][N:15]1[C:19]2[CH:20]=[CH:21][CH:22]=[CH:23][C:18]=2[N:17]=[C:16]1[C:24]1[S:28][CH:27]=[N:26][C:25]=1[CH3:29]. (4) Given the reactants Cl[C:2]1[N:7]=[C:6]([NH2:8])[N:5]=[C:4]([NH:9][CH3:10])[CH:3]=1.[NH2:11][CH2:12][C:13]1[CH:18]=[CH:17][C:16](B(O)O)=[CH:15][CH:14]=1.C(=O)([O-])[O-].[Na+].[Na+].O1CCOCC1, predict the reaction product. The product is: [NH2:11][CH2:12][C:13]1[CH:18]=[CH:17][C:16]([C:2]2[N:7]=[C:6]([NH2:8])[N:5]=[C:4]([NH:9][CH3:10])[CH:3]=2)=[CH:15][CH:14]=1. (5) Given the reactants C[Si]([C:5]#[C:6][C:7]1[CH:8]=[CH:9][C:10]2[N:11]([N:13]=[CH:14][N:15]=2)[CH:12]=1)(C)C.C(=O)([O-])[O-].[K+].[K+], predict the reaction product. The product is: [C:6]([C:7]1[CH:8]=[CH:9][C:10]2[N:11]([N:13]=[CH:14][N:15]=2)[CH:12]=1)#[CH:5]. (6) Given the reactants O1C2C=CC(CNC3C=C(C=CC=3F)C#N)=CC=2OCC1.[NH2:22][C:23]1[CH:24]=[C:25]([CH:28]=[C:29]([F:31])[CH:30]=1)[C:26]#[N:27].[CH3:32][S:33]([C:36]1[CH:43]=[CH:42][C:39]([CH:40]=O)=[CH:38][CH:37]=1)(=[O:35])=[O:34], predict the reaction product. The product is: [F:31][C:29]1[CH:28]=[C:25]([CH:24]=[C:23]([NH:22][CH2:40][C:39]2[CH:38]=[CH:37][C:36]([S:33]([CH3:32])(=[O:35])=[O:34])=[CH:43][CH:42]=2)[CH:30]=1)[C:26]#[N:27].